Dataset: Full USPTO retrosynthesis dataset with 1.9M reactions from patents (1976-2016). Task: Predict the reactants needed to synthesize the given product. (1) Given the product [CH2:22]([O:21][C:20]1[C:15]([NH:14][C:11]2[S:12][CH:13]=[C:9]([CH2:8][CH2:7][C:6]3[O:3][C:1]([CH3:2])=[N:4][N:5]=3)[N:10]=2)=[N:16][CH:17]=[C:18]([Br:29])[CH:19]=1)[C:23]1[CH:28]=[CH:27][CH:26]=[CH:25][CH:24]=1, predict the reactants needed to synthesize it. The reactants are: [C:1]([NH:4][NH:5][C:6](=O)[CH2:7][CH2:8][C:9]1[N:10]=[C:11]([NH:14][C:15]2[C:20]([O:21][CH2:22][C:23]3[CH:28]=[CH:27][CH:26]=[CH:25][CH:24]=3)=[CH:19][C:18]([Br:29])=[CH:17][N:16]=2)[S:12][CH:13]=1)(=[O:3])[CH3:2].O=P(Cl)(Cl)Cl. (2) Given the product [ClH:26].[NH2:37][C@H:3]([NH:5][C:6](=[O:33])[C:7]1[CH:12]=[CH:11][C:10](/[CH:13]=[CH:14]/[CH:15]([C:20]2[CH:21]=[C:22]([Cl:28])[C:23]([Cl:27])=[C:24]([Cl:26])[CH:25]=2)[C:16]([F:19])([F:17])[F:18])=[CH:9][C:8]=1[C:29]([F:32])([F:31])[F:30])[CH3:2], predict the reactants needed to synthesize it. The reactants are: N[C:2](=O)[C@H:3]([NH:5][C:6](=[O:33])[C:7]1[CH:12]=[CH:11][C:10](/[CH:13]=[CH:14]/[CH:15]([C:20]2[CH:25]=[C:24]([Cl:26])[C:23]([Cl:27])=[C:22]([Cl:28])[CH:21]=2)[C:16]([F:19])([F:18])[F:17])=[CH:9][C:8]=1[C:29]([F:32])([F:31])[F:30])C.C(#[N:37])C.O. (3) Given the product [BrH:1].[Cl:15][C:10]1[CH:11]=[CH:12][CH:13]=[C:14]2[C:9]=1[CH:8]=[CH:7][CH:6]=[C:5]2[C:3]1[N:21]2[CH2:22][CH2:23][N:19]=[C:20]2[S:24][C:2]=1[CH:16]1[CH2:18][CH2:17]1, predict the reactants needed to synthesize it. The reactants are: [Br:1][CH:2]([CH:16]1[CH2:18][CH2:17]1)[C:3]([C:5]1[C:14]2[C:9](=[C:10]([Cl:15])[CH:11]=[CH:12][CH:13]=2)[CH:8]=[CH:7][CH:6]=1)=O.[NH:19]1[CH2:23][CH2:22][NH:21][C:20]1=[S:24].CC(O)=O. (4) Given the product [Br:6][C:7]1[CH:8]=[C:9]([O:17][CH2:18][C@@H:19]2[CH2:24][CH2:23][CH2:22][N:21]([CH2:1][CH:2]([OH:4])[CH3:3])[CH2:20]2)[C:10]2[N:11]([CH:14]=[N:15][CH:16]=2)[C:12]=1[Cl:13], predict the reactants needed to synthesize it. The reactants are: [CH2:1]1[O:4][CH:2]1[CH3:3].O.[Br:6][C:7]1[CH:8]=[C:9]([O:17][CH2:18][C@@H:19]2[CH2:24][CH2:23][CH2:22][NH:21][CH2:20]2)[C:10]2[N:11]([CH:14]=[N:15][CH:16]=2)[C:12]=1[Cl:13].